Dataset: Peptide-MHC class II binding affinity with 134,281 pairs from IEDB. Task: Regression. Given a peptide amino acid sequence and an MHC pseudo amino acid sequence, predict their binding affinity value. This is MHC class II binding data. (1) The peptide sequence is TKFFYLLGLSAIMQV. The MHC is DRB1_0701 with pseudo-sequence DRB1_0701. The binding affinity (normalized) is 0.394. (2) The peptide sequence is GELHIVDKIDAAFKI. The MHC is DRB1_0101 with pseudo-sequence DRB1_0101. The binding affinity (normalized) is 0.489. (3) The peptide sequence is AAVLFAATAAAAAAV. The MHC is DRB3_0202 with pseudo-sequence DRB3_0202. The binding affinity (normalized) is 0.231. (4) The peptide sequence is SVGSLGRYKDEKDVT. The MHC is DRB4_0101 with pseudo-sequence DRB4_0103. The binding affinity (normalized) is 0.0989. (5) The binding affinity (normalized) is 0.464. The peptide sequence is PTIDVKMMNMEAANL. The MHC is DRB1_0301 with pseudo-sequence DRB1_0301. (6) The peptide sequence is CDCDDKFYDCLKNSADTI. The MHC is DRB4_0101 with pseudo-sequence DRB4_0103. The binding affinity (normalized) is 0.0139.